From a dataset of Full USPTO retrosynthesis dataset with 1.9M reactions from patents (1976-2016). Predict the reactants needed to synthesize the given product. Given the product [OH:44][CH2:43][CH2:42][O:41][CH2:40][CH2:39][NH:38][C:9]([C:11]1[N:12]([CH3:33])[C:13]2[C:21]([C:22]=1[Br:23])=[C:20]1[C:16]([C:17](=[O:25])[NH:18][C:19]1=[O:24])=[C:15]([C:26]1[CH:31]=[CH:30][CH:29]=[CH:28][C:27]=1[Cl:32])[CH:14]=2)=[O:10], predict the reactants needed to synthesize it. The reactants are: FC1C(O[C:9]([C:11]2[N:12]([CH3:33])[C:13]3[C:21]([C:22]=2[Br:23])=[C:20]2[C:16]([C:17](=[O:25])[NH:18][C:19]2=[O:24])=[C:15]([C:26]2[CH:31]=[CH:30][CH:29]=[CH:28][C:27]=2[Cl:32])[CH:14]=3)=[O:10])=C(F)C(F)=C(F)C=1F.[NH2:38][CH2:39][CH2:40][O:41][CH2:42][CH2:43][OH:44].